Dataset: hERG potassium channel inhibition data for cardiac toxicity prediction from Karim et al.. Task: Regression/Classification. Given a drug SMILES string, predict its toxicity properties. Task type varies by dataset: regression for continuous values (e.g., LD50, hERG inhibition percentage) or binary classification for toxic/non-toxic outcomes (e.g., AMES mutagenicity, cardiotoxicity, hepatotoxicity). Dataset: herg_karim. (1) The drug is O=C(O)/C=C/c1ccc2cccc(N3CCN(CCc4ccc(OCCCN5CCCCCC5)cc4)CC3)c2n1. The result is 0 (non-blocker). (2) The drug is O=C1COc2ccc(CNC3CCN(CCn4c(=O)ccc5ccc(Oc6cncnc6)nc54)CC3)nc2N1. The result is 0 (non-blocker). (3) The molecule is CC(C)Oc1ccc(-c2nc(-c3ccc4c(c3)CCN(C(CO)CO)C4)no2)cc1C#N. The result is 0 (non-blocker). (4) The compound is CC(C)(C)Cc1cnc(CC(C)(O)c2ccc(-c3ccc(F)cn3)cc2)[nH]1. The result is 1 (blocker). (5) The compound is CCC1COCCC1NC1CCC(C(=O)N2CCN(c3cc(C(F)(F)F)ccn3)CC2)(C(C)C)C1. The result is 1 (blocker).